This data is from Experimentally validated miRNA-target interactions with 360,000+ pairs, plus equal number of negative samples. The task is: Binary Classification. Given a miRNA mature sequence and a target amino acid sequence, predict their likelihood of interaction. The miRNA is hsa-miR-3180-5p with sequence CUUCCAGACGCUCCGCCCCACGUCG. The protein sequence of the target gene is MAGYLSESDFVMVEEGFSTRDLLKELTLGASQATTDEVAAFFVADLGAIVRKHFCFLKCLPRVRPFYAVKCNSSPGVLKVLAQLGLGFSCANKAEMELVQHIGIPASKIICANPCKQIAQIKYAAKHGIQLLSFDNEMELAKVVKSHPSAKMVLCIATDDSHSLSCLSLKFGVSLKSCRHLLENAKKHHVEVVGVSFHIGSGCPDPQAYAQSIADARLVFEMGTELGHKMHVLDLGGGFPGTEGAKVRFEEIASVINSALDLYFPEGCGVDIFAELGRYYVTSAFTVAVSIIAKKEVLLD.... Result: 0 (no interaction).